Dataset: NCI-60 drug combinations with 297,098 pairs across 59 cell lines. Task: Regression. Given two drug SMILES strings and cell line genomic features, predict the synergy score measuring deviation from expected non-interaction effect. (1) Drug 2: C1=CC(=CC=C1CCC2=CNC3=C2C(=O)NC(=N3)N)C(=O)NC(CCC(=O)O)C(=O)O. Drug 1: C1CCC(C1)C(CC#N)N2C=C(C=N2)C3=C4C=CNC4=NC=N3. Synergy scores: CSS=26.2, Synergy_ZIP=0.195, Synergy_Bliss=-4.15, Synergy_Loewe=-18.3, Synergy_HSA=-6.96. Cell line: HCC-2998. (2) Drug 1: CC1=CC=C(C=C1)C2=CC(=NN2C3=CC=C(C=C3)S(=O)(=O)N)C(F)(F)F. Drug 2: CCCCC(=O)OCC(=O)C1(CC(C2=C(C1)C(=C3C(=C2O)C(=O)C4=C(C3=O)C=CC=C4OC)O)OC5CC(C(C(O5)C)O)NC(=O)C(F)(F)F)O. Cell line: EKVX. Synergy scores: CSS=8.36, Synergy_ZIP=-4.76, Synergy_Bliss=-3.15, Synergy_Loewe=-6.27, Synergy_HSA=-5.78. (3) Drug 1: CC1=CC2C(CCC3(C2CCC3(C(=O)C)OC(=O)C)C)C4(C1=CC(=O)CC4)C. Drug 2: C1CNP(=O)(OC1)N(CCCl)CCCl. Cell line: NCI-H522. Synergy scores: CSS=0.0520, Synergy_ZIP=0.0144, Synergy_Bliss=-0.760, Synergy_Loewe=-1.34, Synergy_HSA=-1.21. (4) Drug 2: COCCOC1=C(C=C2C(=C1)C(=NC=N2)NC3=CC=CC(=C3)C#C)OCCOC.Cl. Drug 1: C1CNP(=O)(OC1)N(CCCl)CCCl. Cell line: SR. Synergy scores: CSS=1.11, Synergy_ZIP=0.168, Synergy_Bliss=5.88, Synergy_Loewe=1.40, Synergy_HSA=2.20. (5) Cell line: SK-MEL-2. Drug 2: CCCS(=O)(=O)NC1=C(C(=C(C=C1)F)C(=O)C2=CNC3=C2C=C(C=N3)C4=CC=C(C=C4)Cl)F. Synergy scores: CSS=-18.5, Synergy_ZIP=-5.77, Synergy_Bliss=-21.5, Synergy_Loewe=-25.1, Synergy_HSA=-24.5. Drug 1: CC(CN1CC(=O)NC(=O)C1)N2CC(=O)NC(=O)C2. (6) Drug 2: COCCOC1=C(C=C2C(=C1)C(=NC=N2)NC3=CC=CC(=C3)C#C)OCCOC.Cl. Synergy scores: CSS=-3.52, Synergy_ZIP=1.81, Synergy_Bliss=0.201, Synergy_Loewe=-4.53, Synergy_HSA=-3.67. Drug 1: C1CN(P(=O)(OC1)NCCCl)CCCl. Cell line: HL-60(TB). (7) Drug 1: C1=CN(C(=O)N=C1N)C2C(C(C(O2)CO)O)(F)F. Drug 2: CS(=O)(=O)CCNCC1=CC=C(O1)C2=CC3=C(C=C2)N=CN=C3NC4=CC(=C(C=C4)OCC5=CC(=CC=C5)F)Cl. Cell line: HCT116. Synergy scores: CSS=41.3, Synergy_ZIP=-5.20, Synergy_Bliss=-12.7, Synergy_Loewe=-22.3, Synergy_HSA=-11.4. (8) Synergy scores: CSS=12.1, Synergy_ZIP=-10.6, Synergy_Bliss=-9.85, Synergy_Loewe=-11.4, Synergy_HSA=-6.77. Cell line: UACC62. Drug 2: C1CN1P(=S)(N2CC2)N3CC3. Drug 1: CC1C(C(CC(O1)OC2CC(CC3=C2C(=C4C(=C3O)C(=O)C5=C(C4=O)C(=CC=C5)OC)O)(C(=O)C)O)N)O.Cl. (9) Drug 1: C1=CC(=CC=C1CCC2=CNC3=C2C(=O)NC(=N3)N)C(=O)NC(CCC(=O)O)C(=O)O. Drug 2: C1CC(=O)NC(=O)C1N2C(=O)C3=CC=CC=C3C2=O. Cell line: HOP-92. Synergy scores: CSS=14.9, Synergy_ZIP=-2.86, Synergy_Bliss=2.58, Synergy_Loewe=-13.3, Synergy_HSA=1.64.